From a dataset of Catalyst prediction with 721,799 reactions and 888 catalyst types from USPTO. Predict which catalyst facilitates the given reaction. (1) Reactant: [Cl:1][CH2:2][C:3](=O)[CH2:4][C:5]([O:7][CH2:8][CH3:9])=[O:6].S(=O)(=O)(O)O.[Cl:16][C:17]1C(O)=C[CH:20]=[CH:19][C:18]=1[OH:24]. Product: [Cl:16][C:17]1[C:18]([OH:24])=[CH:19][CH:20]=[C:9]2[C:8]=1[O:7][C:5](=[O:6])[CH:4]=[C:3]2[CH2:2][Cl:1]. The catalyst class is: 6. (2) Reactant: [H-].[Na+].[OH:3][CH:4]([CH3:14])[CH:5]=[C:6]([CH3:13])[CH2:7][CH2:8][CH:9]=[C:10]([CH3:12])[CH3:11].[CH2:15](Br)[CH3:16]. Product: [CH2:15]([O:3][CH:4]([CH3:14])[CH:5]=[C:6]([CH3:13])[CH2:7][CH2:8][CH:9]=[C:10]([CH3:12])[CH3:11])[CH3:16]. The catalyst class is: 1. (3) Reactant: O=[C:2]([CH:9]([O:11][CH2:12][C:13]([F:16])([F:15])[F:14])[CH3:10])[CH2:3][C:4]([O:6]CC)=O.[NH2:17][C:18]([NH2:20])=[O:19].C(=O)([O-])[O-].[K+].[K+]. Product: [F:16][C:13]([F:14])([F:15])[CH2:12][O:11][CH:9]([C:2]1[NH:20][C:18](=[O:19])[NH:17][C:4](=[O:6])[CH:3]=1)[CH3:10]. The catalyst class is: 6. (4) Reactant: Cl[C:2]1[N:7]=[C:6]([S:8][CH3:9])[N:5]=[C:4]([C:10]2[CH:15]=[CH:14][CH:13]=[C:12]([O:16][CH3:17])[CH:11]=2)[C:3]=1[C:18]#[N:19].O1CCO[CH2:22][CH2:21]1. Product: [C:18]([C:3]1[C:4]([C:10]2[CH:15]=[CH:14][CH:13]=[C:12]([O:16][CH3:17])[CH:11]=2)=[N:5][C:6]([S:8][CH3:9])=[N:7][C:2]=1[CH:21]=[CH2:22])#[N:19]. The catalyst class is: 73. (5) Reactant: [CH3:1][S:2]([C:5]1[CH:10]=[CH:9][CH:8]=[CH:7][C:6]=1[OH:11])(=[O:4])=[O:3].[CH2:12]1COCC1.[CH:34]1[CH:35]=[CH:30]C(P([C:30]2[CH:35]=[CH:34][CH:33]=[CH:32]C=2)[C:34]2[CH:35]=[CH:30]C=[CH:32][CH:33]=2)=[CH:32][CH:33]=1.CC[O:38][C:39](/[N:41]=N/C(OCC)=O)=O.C1C=C2C([C:56](O)(O)[C:57](=[O:58])[C:51]2=CC=1)=O. Product: [C:57]([O:58][C:39]([N:41]1[CH2:32][CH2:33][CH:34]([O:11][C:6]2[CH:7]=[CH:8][CH:9]=[CH:10][C:5]=2[S:2]([CH3:1])(=[O:3])=[O:4])[CH2:35][CH2:30]1)=[O:38])([CH3:56])([CH3:51])[CH3:12]. The catalyst class is: 2. (6) Reactant: C[O:2][C:3]1[CH:8]=[CH:7][C:6]([C:9]23[CH2:18][CH:13]4[CH2:14][CH:15]([CH2:17][CH:11]([CH2:12]4)[CH2:10]2)[CH2:16]3)=[CH:5][C:4]=1[CH3:19].B(Br)(Br)Br. Product: [C:9]12([C:6]3[CH:7]=[CH:8][C:3]([OH:2])=[C:4]([CH3:19])[CH:5]=3)[CH2:10][CH:11]3[CH2:12][CH:13]([CH2:14][CH:15]([CH2:17]3)[CH2:16]1)[CH2:18]2. The catalyst class is: 96.